This data is from Forward reaction prediction with 1.9M reactions from USPTO patents (1976-2016). The task is: Predict the product of the given reaction. The product is: [C:38]1([C:31]2[CH:32]=[CH:33][CH:34]=[CH:35][CH:36]=2)[CH:39]=[CH:40][C:1]([O:4][CH2:5][C:6]2[CH:44]=[CH:45][O:47][C:10]=2[CH3:11])=[CH:2][CH:43]=1. Given the reactants [C:1]([O:4][CH2:5][CH3:6])(=O)[CH3:2].CCC[CH2:10][CH3:11].C1(P(C2C=CC=CC=2)C2C=CC=CC=2)C=CC=CC=1.[C:31]1([C:38]2[CH:43]=CC=[CH:40][CH:39]=2)[CH:36]=[CH:35][C:34](O)=[CH:33][CH:32]=1.[CH3:44][CH:45]([O:47]C(/N=N/C(OC(C)C)=O)=O)C, predict the reaction product.